Dataset: Peptide-MHC class I binding affinity with 185,985 pairs from IEDB/IMGT. Task: Regression. Given a peptide amino acid sequence and an MHC pseudo amino acid sequence, predict their binding affinity value. This is MHC class I binding data. (1) The peptide sequence is RAFLKQHPL. The binding affinity (normalized) is 0.328. The MHC is H-2-Db with pseudo-sequence H-2-Db. (2) The peptide sequence is SRALLLNKY. The MHC is HLA-A26:01 with pseudo-sequence HLA-A26:01. The binding affinity (normalized) is 0.0847. (3) The peptide sequence is AQLYAYAGF. The MHC is HLA-B58:01 with pseudo-sequence HLA-B58:01. The binding affinity (normalized) is 0.0847. (4) The MHC is HLA-B15:09 with pseudo-sequence HLA-B15:09. The peptide sequence is SVFHEHIFK. The binding affinity (normalized) is 0.0847. (5) The binding affinity (normalized) is 0.936. The MHC is HLA-C14:02 with pseudo-sequence HLA-C14:02. The peptide sequence is YVYFYDLSY. (6) The binding affinity (normalized) is 0. The peptide sequence is LALEVARQKR. The MHC is HLA-B35:01 with pseudo-sequence HLA-B35:01. (7) The peptide sequence is DKLVDPINY. The MHC is HLA-B18:01 with pseudo-sequence HLA-B18:01. The binding affinity (normalized) is 0.0801.